Predict which catalyst facilitates the given reaction. From a dataset of Catalyst prediction with 721,799 reactions and 888 catalyst types from USPTO. Reactant: F[P-](F)(F)(F)(F)F.[CH3:8][N+:9](C)=[C:10](N(C)C)ON1C2N=CC=CC=2N=N1.C(N(CC)C(C)C)(C)C.[NH2:34][C:35]1[C:36]([C:42]([OH:44])=O)=[N:37][C:38]([Br:41])=[CH:39][N:40]=1.Cl.CNC.CN(C)C=O. Product: [CH3:8][N:9]([CH3:10])[C:42]([C:36]1[C:35]([NH2:34])=[N:40][CH:39]=[C:38]([Br:41])[N:37]=1)=[O:44]. The catalyst class is: 413.